Task: Regression. Given two drug SMILES strings and cell line genomic features, predict the synergy score measuring deviation from expected non-interaction effect.. Dataset: NCI-60 drug combinations with 297,098 pairs across 59 cell lines (1) Drug 1: CC1=C(C(CCC1)(C)C)C=CC(=CC=CC(=CC(=O)O)C)C. Drug 2: CCCCCOC(=O)NC1=NC(=O)N(C=C1F)C2C(C(C(O2)C)O)O. Cell line: DU-145. Synergy scores: CSS=-1.28, Synergy_ZIP=2.11, Synergy_Bliss=5.52, Synergy_Loewe=0.224, Synergy_HSA=1.47. (2) Drug 1: CC1CCC2CC(C(=CC=CC=CC(CC(C(=O)C(C(C(=CC(C(=O)CC(OC(=O)C3CCCCN3C(=O)C(=O)C1(O2)O)C(C)CC4CCC(C(C4)OC)O)C)C)O)OC)C)C)C)OC. Drug 2: C1=NC(=NC(=O)N1C2C(C(C(O2)CO)O)O)N. Cell line: MOLT-4. Synergy scores: CSS=18.7, Synergy_ZIP=-8.10, Synergy_Bliss=-5.36, Synergy_Loewe=-7.26, Synergy_HSA=1.38. (3) Drug 1: CN1CCC(CC1)COC2=C(C=C3C(=C2)N=CN=C3NC4=C(C=C(C=C4)Br)F)OC. Drug 2: B(C(CC(C)C)NC(=O)C(CC1=CC=CC=C1)NC(=O)C2=NC=CN=C2)(O)O. Cell line: SNB-19. Synergy scores: CSS=4.10, Synergy_ZIP=4.14, Synergy_Bliss=1.18, Synergy_Loewe=1.68, Synergy_HSA=1.18. (4) Drug 1: CC(C1=C(C=CC(=C1Cl)F)Cl)OC2=C(N=CC(=C2)C3=CN(N=C3)C4CCNCC4)N. Drug 2: CC1=C2C(C(=O)C3(C(CC4C(C3C(C(C2(C)C)(CC1OC(=O)C(C(C5=CC=CC=C5)NC(=O)OC(C)(C)C)O)O)OC(=O)C6=CC=CC=C6)(CO4)OC(=O)C)O)C)O. Cell line: OVCAR-4. Synergy scores: CSS=30.4, Synergy_ZIP=9.23, Synergy_Bliss=8.39, Synergy_Loewe=-12.5, Synergy_HSA=7.44. (5) Drug 1: C1=NC2=C(N=C(N=C2N1C3C(C(C(O3)CO)O)F)Cl)N. Drug 2: C1C(C(OC1N2C=NC(=NC2=O)N)CO)O. Cell line: HL-60(TB). Synergy scores: CSS=56.3, Synergy_ZIP=-0.685, Synergy_Bliss=-0.0491, Synergy_Loewe=-1.56, Synergy_HSA=-0.902. (6) Drug 1: B(C(CC(C)C)NC(=O)C(CC1=CC=CC=C1)NC(=O)C2=NC=CN=C2)(O)O. Drug 2: CC1=C(C(=CC=C1)Cl)NC(=O)C2=CN=C(S2)NC3=CC(=NC(=N3)C)N4CCN(CC4)CCO. Cell line: UACC62. Synergy scores: CSS=49.5, Synergy_ZIP=0.126, Synergy_Bliss=1.41, Synergy_Loewe=-1.35, Synergy_HSA=2.51.